This data is from Forward reaction prediction with 1.9M reactions from USPTO patents (1976-2016). The task is: Predict the product of the given reaction. (1) Given the reactants [Cl:1][C:2]1[CH:7]=[CH:6][CH:5]=[C:4]([Cl:8])[C:3]=1[C:9]1[C:13]([CH2:14][O:15][C:16]2[CH:17]=[C:18]3[C:22](=[CH:23][CH:24]=2)[NH:21][CH:20]=[C:19]3[CH2:25][C:26]2[CH:27]=[C:28]([CH:33]=[CH:34][CH:35]=2)[C:29]([O:31]C)=[O:30])=[C:12]([CH:36]([CH3:38])[CH3:37])[O:11][N:10]=1.[OH-].[Na+], predict the reaction product. The product is: [Cl:8][C:4]1[CH:5]=[CH:6][CH:7]=[C:2]([Cl:1])[C:3]=1[C:9]1[C:13]([CH2:14][O:15][C:16]2[CH:17]=[C:18]3[C:22](=[CH:23][CH:24]=2)[NH:21][CH:20]=[C:19]3[CH2:25][C:26]2[CH:27]=[C:28]([CH:33]=[CH:34][CH:35]=2)[C:29]([OH:31])=[O:30])=[C:12]([CH:36]([CH3:38])[CH3:37])[O:11][N:10]=1. (2) Given the reactants Cl[C:2]1[N:7]=[C:6]([NH:8][C:9]2[NH:13][N:12]=[C:11]([CH:14]3[CH2:16][CH2:15]3)[CH:10]=2)[CH:5]=[CH:4][N:3]=1.[S:17]([N:27]1[C:35]2[C:30](=[C:31]([CH2:36][NH2:37])[CH:32]=[CH:33][CH:34]=2)[CH:29]=[CH:28]1)([C:20]1[CH:26]=[CH:25][C:23]([CH3:24])=[CH:22][CH:21]=1)(=[O:19])=[O:18].CCN(C(C)C)C(C)C, predict the reaction product. The product is: [CH:14]1([C:11]2[NH:12][N:13]=[C:9]([NH:8][C:6]3[CH:5]=[CH:4][N:3]=[C:2]([NH:37][CH2:36][C:31]4[CH:32]=[CH:33][CH:34]=[C:35]5[C:30]=4[CH:29]=[CH:28][N:27]5[S:17]([C:20]4[CH:21]=[CH:22][C:23]([CH3:24])=[CH:25][CH:26]=4)(=[O:19])=[O:18])[N:7]=3)[CH:10]=2)[CH2:16][CH2:15]1. (3) Given the reactants [CH2:1]([O:7][C:8]1[C:13]([F:14])=[C:12]([F:15])[CH:11]=[C:10]([F:16])[C:9]=1[F:17])[CH2:2][CH2:3][CH2:4][CH2:5][CH3:6].C([Li])CCC.CCCCCC.[C:29](=[O:31])=[O:30].Cl, predict the reaction product. The product is: [CH2:1]([O:7][C:8]1[C:9]([F:17])=[C:10]([F:16])[C:11]([C:29]([OH:31])=[O:30])=[C:12]([F:15])[C:13]=1[F:14])[CH2:2][CH2:3][CH2:4][CH2:5][CH3:6]. (4) Given the reactants [CH3:1][C:2]([CH3:17])([O:5][C:6]1[CH:13]=[C:12]([N+:14]([O-:16])=[O:15])[CH:11]=[CH:10][C:7]=1[C:8]#[N:9])[C:3]#[CH:4], predict the reaction product. The product is: [CH3:1][C:2]1([CH3:17])[CH:3]=[CH:4][C:13]2[C:6](=[C:7]([C:8]#[N:9])[CH:10]=[CH:11][C:12]=2[N+:14]([O-:16])=[O:15])[O:5]1.